From a dataset of Forward reaction prediction with 1.9M reactions from USPTO patents (1976-2016). Predict the product of the given reaction. (1) Given the reactants [OH:1][C:2]1[CH:7]=[CH:6][CH:5]=[CH:4][N:3]=1.[CH2:8]([N:10](CC)CC)C.[Pt:15]([Cl:19])(Cl)(Cl)[Cl:16].[CH2:20]1[CH2:24][O:23][CH2:22][CH2:21]1, predict the reaction product. The product is: [N:3]1[CH:4]=[CH:5][CH:6]=[CH:7][C:2]=1[O:1][Pt:15]([Cl:19])([Cl:16])[O:23][C:24]1[CH:20]=[CH:21][CH:22]=[CH:8][N:10]=1. (2) Given the reactants [Br:1][C:2]1[C:3](=[O:21])[CH2:4][C:5]2([CH2:17][CH2:18][CH2:19][CH3:20])[CH2:14][CH2:13][C:12]3[C:7](=[CH:8][CH:9]=[C:10]([OH:16])[C:11]=3[Br:15])[C:6]=12.C(N(CC)C(C)C)(C)C.[CH3:31][O:32][CH2:33]Cl, predict the reaction product. The product is: [Br:1][C:2]1[C:3](=[O:21])[CH2:4][C:5]2([CH2:17][CH2:18][CH2:19][CH3:20])[CH2:14][CH2:13][C:12]3[C:7](=[CH:8][CH:9]=[C:10]([O:16][CH2:31][O:32][CH3:33])[C:11]=3[Br:15])[C:6]=12.